From a dataset of Peptide-MHC class I binding affinity with 185,985 pairs from IEDB/IMGT. Regression. Given a peptide amino acid sequence and an MHC pseudo amino acid sequence, predict their binding affinity value. This is MHC class I binding data. (1) The binding affinity (normalized) is 0.0847. The MHC is HLA-B18:01 with pseudo-sequence HLA-B18:01. The peptide sequence is WASGVPAAT. (2) The peptide sequence is LRIPTHRHI. The MHC is HLA-A01:01 with pseudo-sequence HLA-A01:01. The binding affinity (normalized) is 0.0614. (3) The peptide sequence is RAHYNIVTV. The MHC is H-2-Db with pseudo-sequence H-2-Db. The binding affinity (normalized) is 1.00. (4) The peptide sequence is AVMFFPFWF. The MHC is HLA-A11:01 with pseudo-sequence HLA-A11:01. The binding affinity (normalized) is 0.597. (5) The peptide sequence is SAPLNYPPF. The MHC is H-2-Kb with pseudo-sequence H-2-Kb. The binding affinity (normalized) is 0.789. (6) The peptide sequence is HPVGEADYF. The MHC is HLA-B40:01 with pseudo-sequence HLA-B40:01. The binding affinity (normalized) is 0. (7) The peptide sequence is KEHVIQNAF. The MHC is HLA-A24:02 with pseudo-sequence HLA-A24:02. The binding affinity (normalized) is 0. (8) The peptide sequence is GEIGIRNWL. The MHC is HLA-B08:03 with pseudo-sequence HLA-B08:03. The binding affinity (normalized) is 0.0847.